This data is from Forward reaction prediction with 1.9M reactions from USPTO patents (1976-2016). The task is: Predict the product of the given reaction. (1) Given the reactants [Cl:1][C:2]1[CH:3]=[C:4]2[C:8](=[C:9]([NH:11][CH:12]3[CH2:17][CH2:16][CH:15]([C:18]([OH:20])=O)[CH2:14][CH2:13]3)[CH:10]=1)[NH:7][C:6]([C:21]1[CH:26]=[CH:25][CH:24]=[CH:23][CH:22]=1)=[CH:5]2.[NH4+:27].[Cl-], predict the reaction product. The product is: [Cl:1][C:2]1[CH:3]=[C:4]2[C:8](=[C:9]([NH:11][CH:12]3[CH2:17][CH2:16][CH:15]([C:18]([NH2:27])=[O:20])[CH2:14][CH2:13]3)[CH:10]=1)[NH:7][C:6]([C:21]1[CH:22]=[CH:23][CH:24]=[CH:25][CH:26]=1)=[CH:5]2. (2) Given the reactants [F:1][C:2]1[CH:3]=[C:4]([CH:6]=[C:7]([F:9])[CH:8]=1)[NH2:5].[CH:10](O)=[O:11], predict the reaction product. The product is: [F:1][C:2]1[CH:3]=[C:4]([NH:5][CH:10]=[O:11])[CH:6]=[C:7]([F:9])[CH:8]=1. (3) Given the reactants C(OC([NH:7][C@H:8]([CH:80]([CH3:82])[CH3:81])[C:9]([NH:11][C@H:12]([CH3:79])[C:13]([NH:15][C:16]1[CH:78]=[CH:77][C:19]([CH2:20][O:21][C:22]([N:24]2[C:30]3[CH:31]=[C:32]([O:37][CH2:38][CH2:39][CH2:40][O:41][C:42]4[C:43]([O:67][CH3:68])=[CH:44][C:45]5[C:51](=[O:52])[N:50]6[CH:53]=[C:54](/[CH:56]=[CH:57]/[CH3:58])[CH2:55][C@H:49]6[C@H:48](O)[N:47](C(OCC=C)=O)[C:46]=5[CH:66]=4)[C:33]([O:35][CH3:36])=[CH:34][C:29]=3[C:28](=[O:69])[N:27]3[CH:70]=[C:71](/[CH:73]=[CH:74]/[CH3:75])[CH2:72][C@H:26]3[C@@H:25]2[OH:76])=[O:23])=[CH:18][CH:17]=1)=[O:14])=[O:10])=O)C=C.N1CCCC1, predict the reaction product. The product is: [OH:76][C@@H:25]1[N:24]([C:22]([O:21][CH2:20][C:19]2[CH:77]=[CH:78][C:16]([NH:15][C:13](=[O:14])[C@H:12]([NH:11][C:9](=[O:10])[C@H:8]([NH2:7])[CH:80]([CH3:81])[CH3:82])[CH3:79])=[CH:17][CH:18]=2)=[O:23])[C:30]2[CH:31]=[C:32]([O:37][CH2:38][CH2:39][CH2:40][O:41][C:42]3[C:43]([O:67][CH3:68])=[CH:44][C:45]4[C:51](=[O:52])[N:50]5[CH:53]=[C:54](/[CH:56]=[CH:57]/[CH3:58])[CH2:55][C@H:49]5[CH:48]=[N:47][C:46]=4[CH:66]=3)[C:33]([O:35][CH3:36])=[CH:34][C:29]=2[C:28](=[O:69])[N:27]2[CH:70]=[C:71](/[CH:73]=[CH:74]/[CH3:75])[CH2:72][C@@H:26]12. (4) Given the reactants [CH:1]1[C:13]2[C:12](=O)[C:11]3[C:6](=[CH:7][CH:8]=[CH:9][CH:10]=3)[C:5]=2[C:4](C(Cl)=O)=[CH:3][CH:2]=1.C(O)CCCCCCCCC[OH:28].C(N(CC)CC)C, predict the reaction product. The product is: [C:1]1(=[O:28])[C:13]2[C:5]([C:6]3[C:11]([CH:12]=2)=[CH:10][CH:9]=[CH:8][CH:7]=3)=[CH:4][CH:3]=[CH:2]1. (5) Given the reactants [OH:1][CH:2]1[CH2:5][N:4]([C:6]([O:8][C:9]([CH3:12])([CH3:11])[CH3:10])=[O:7])[CH2:3]1.C(N(CC)CC)C.[Cl-].[NH4+], predict the reaction product. The product is: [O:1]=[C:2]1[CH2:5][N:4]([C:6]([O:8][C:9]([CH3:12])([CH3:11])[CH3:10])=[O:7])[CH2:3]1. (6) Given the reactants C(OCC)C.[Cl:6][C:7]1[CH:8]=[C:9]([C:13]#[C:14][C:15]2[C:20]([NH2:21])=[CH:19][CH:18]=[C:17]([CH3:22])[N:16]=2)[CH:10]=[CH:11][CH:12]=1, predict the reaction product. The product is: [ClH:6].[Cl:6][C:7]1[CH:8]=[C:9]([C:13]#[C:14][C:15]2[C:20]([NH2:21])=[CH:19][CH:18]=[C:17]([CH3:22])[N:16]=2)[CH:10]=[CH:11][CH:12]=1.[Cl:6][C:7]1[CH:8]=[C:9]([C:13]#[C:14][C:15]2[C:20]([NH2:21])=[CH:19][CH:18]=[C:17]([CH3:22])[N:16]=2)[CH:10]=[CH:11][CH:12]=1. (7) Given the reactants [F:1][C:2]1[CH:7]=[CH:6][CH:5]=[CH:4][C:3]=1[CH2:8][C:9]([OH:11])=O.C(N1C=CN=C1)(N1C=CN=C1)=O.[K+].[CH3:25][CH:26](C([O-])=O)[C:27]([O:29][CH2:30][CH3:31])=[O:28].[Cl-].[Mg+2].[Cl-], predict the reaction product. The product is: [F:1][C:2]1[CH:7]=[CH:6][CH:5]=[CH:4][C:3]=1[CH2:8][C:9](=[O:11])[CH:26]([CH3:25])[C:27]([O:29][CH2:30][CH3:31])=[O:28]. (8) Given the reactants [CH3:1][O:2][C:3](=[O:23])[C:4]1[CH:9]=[C:8]([O:10][CH2:11][CH2:12][CH2:13]OS(C)(=O)=O)[CH:7]=[CH:6][C:5]=1[NH:19][C:20](=[O:22])[CH3:21].[NH:24]1[CH2:29][CH2:28][CH2:27][CH2:26][CH2:25]1.C([O-])([O-])=O.[K+].[K+].CO, predict the reaction product. The product is: [NH4+:19].[OH-:2].[CH3:1][O:2][C:3](=[O:23])[C:4]1[CH:9]=[C:8]([O:10][CH2:11][CH2:12][CH2:13][N:24]2[CH2:29][CH2:28][CH2:27][CH2:26][CH2:25]2)[CH:7]=[CH:6][C:5]=1[NH:19][C:20](=[O:22])[CH3:21]. (9) Given the reactants [F:1][C:2]1[CH:7]=[C:6]([I:8])[CH:5]=[CH:4][C:3]=1[NH:9][C:10]1[N:11]([CH3:34])[C:12](=[O:33])[C:13]([CH3:32])=[C:14]2[C:19]=1[C:18](=[O:20])[NH:17][C:16](=[O:21])[N:15]2[C:22]1[CH:23]=[C:24]([NH:28][C:29](=[O:31])[CH3:30])[CH:25]=[CH:26][CH:27]=1.[CH2:35]([O:42][CH2:43][CH2:44][CH2:45][CH2:46]O)[C:36]1[CH:41]=[CH:40][CH:39]=[CH:38][CH:37]=1.C1(P(C2C=CC=CC=2)C2C=CC=CC=2)C=CC=CC=1.N(C(OC(C)C)=O)=NC(OC(C)C)=O, predict the reaction product. The product is: [CH2:35]([O:42][CH2:43][CH2:44][CH2:45][CH2:46][N:17]1[C:18](=[O:20])[C:19]2=[C:10]([NH:9][C:3]3[CH:4]=[CH:5][C:6]([I:8])=[CH:7][C:2]=3[F:1])[N:11]([CH3:34])[C:12](=[O:33])[C:13]([CH3:32])=[C:14]2[N:15]([C:22]2[CH:23]=[C:24]([NH:28][C:29](=[O:31])[CH3:30])[CH:25]=[CH:26][CH:27]=2)[C:16]1=[O:21])[C:36]1[CH:41]=[CH:40][CH:39]=[CH:38][CH:37]=1. (10) Given the reactants [CH3:1][O:2][C:3]([C:5]1[C:14]2[C:9](=[CH:10][CH:11]=[CH:12][CH:13]=2)[C:8]([CH2:15][NH:16][C:17](=O)[C:18]2[CH:23]=[CH:22][CH:21]=[CH:20][CH:19]=2)=[N:7][CH:6]=1)=[O:4], predict the reaction product. The product is: [C:18]1([C:17]2[N:7]3[CH:6]=[C:5]([C:3]([O:2][CH3:1])=[O:4])[C:14]4[C:9]([C:8]3=[CH:15][N:16]=2)=[CH:10][CH:11]=[CH:12][CH:13]=4)[CH:23]=[CH:22][CH:21]=[CH:20][CH:19]=1.